From a dataset of Full USPTO retrosynthesis dataset with 1.9M reactions from patents (1976-2016). Predict the reactants needed to synthesize the given product. (1) Given the product [Br:10][C:7]1[CH:8]=[C:3]([O:2][CH3:1])[CH:4]=[C:5]([Br:11])[C:6]=1[OH:9], predict the reactants needed to synthesize it. The reactants are: [CH3:1][O:2][C:3]1[CH:8]=[CH:7][C:6]([OH:9])=[CH:5][CH:4]=1.[Br-:10].[Br-:11].[Br-].C([N+](C)(C)C)C1C=CC=CC=1.C([N+](C)(C)C)C1C=CC=CC=1.C([N+](C)(C)C)C1C=CC=CC=1. (2) Given the product [CH3:54][S:53][S:30][CH2:29][C@H:25]([NH:24][C:18](=[O:23])[CH2:19][CH2:20][CH:21]=[CH2:22])[C:26]([O:28][CH2:64][C:65]#[N:66])=[O:27], predict the reactants needed to synthesize it. The reactants are: FC(F)(F)C(O)=O.C([SiH](C(C)C)C(C)C)(C)C.[C:18]([NH:24][C@@H:25]([CH2:29][S:30]C(C1C=CC=CC=1)(C1C=CC=CC=1)C1C=CC=CC=1)[C:26]([OH:28])=[O:27])(=[O:23])[CH2:19][CH2:20][CH:21]=[CH2:22].CS(=O)([S:53][CH3:54])=O.C(=O)([O-])[O-].[Na+].[Na+].Cl.Br[CH2:64][C:65]#[N:66].C(N(C(C)C)C(C)C)C.[Cl-].[NH4+]. (3) Given the product [Cl:1][C:2]1[C:17]([O:18][CH3:19])=[C:16]([CH2:20][C:21]2[CH:22]=[CH:23][C:24]([N:27]3[CH:31]=[CH:30][CH:29]=[N:28]3)=[CH:25][CH:26]=2)[CH:15]=[C:4]2[C:3]=1[CH:32]([OH:36])[N:7]([C@@H:8]1[CH2:13][CH2:12][CH2:11][CH2:10][C@H:9]1[OH:14])[C:5]2=[O:6], predict the reactants needed to synthesize it. The reactants are: [Cl:1][C:2]1[C:3]([CH:32]=C)=[C:4]([CH:15]=[C:16]([CH2:20][C:21]2[CH:26]=[CH:25][C:24]([N:27]3[CH:31]=[CH:30][CH:29]=[N:28]3)=[CH:23][CH:22]=2)[C:17]=1[O:18][CH3:19])[C:5]([NH:7][C@@H:8]1[CH2:13][CH2:12][CH2:11][CH2:10][C@H:9]1[OH:14])=[O:6].CC(C)=[O:36].C(#N)C.I([O-])(=O)(=O)=O.[Na+]. (4) Given the product [C:30]([O:29][CH2:28][O:17][P:14]([CH2:13][CH2:12][N:8]1[CH2:7][CH2:6][CH2:5][NH:4][C:3]2[C:2](=[O:1])[C:10](=[O:11])[C:9]1=2)(=[O:15])[O:16][CH2:28][O:29][C:30](=[O:37])[C:23]1[CH:22]=[CH:24][CH:36]=[CH:31][CH:32]=1)(=[O:37])[C:31]1[CH:36]=[CH:35][CH:34]=[CH:33][CH:32]=1, predict the reactants needed to synthesize it. The reactants are: [O:1]=[C:2]1[C:10](=[O:11])[C:9]2[N:8]([CH2:12][CH2:13][P:14](=[O:17])([OH:16])[OH:15])[CH2:7][CH2:6][CH2:5][NH:4][C:3]1=2.C(N(CC)[CH:22]([CH3:24])[CH3:23])(C)C.Cl[CH2:28][O:29][C:30](=[O:37])[C:31]1[CH:36]=[CH:35][CH:34]=[CH:33][CH:32]=1. (5) Given the product [Cl:40][C:39]([Cl:42])([Cl:41])[CH2:38][O:37][C:35](=[O:36])[NH:1][C:2]1[CH:7]=[CH:6][C:5]([S:8][C:9]2[CH:14]=[CH:13][C:12]([NH:15][C:16](=[O:24])[C:17]3[CH:22]=[CH:21][C:20]([F:23])=[CH:19][CH:18]=3)=[CH:11][C:10]=2[N+:25]([O-:27])=[O:26])=[CH:4][CH:3]=1, predict the reactants needed to synthesize it. The reactants are: [NH2:1][C:2]1[CH:7]=[CH:6][C:5]([S:8][C:9]2[CH:14]=[CH:13][C:12]([NH:15][C:16](=[O:24])[C:17]3[CH:22]=[CH:21][C:20]([F:23])=[CH:19][CH:18]=3)=[CH:11][C:10]=2[N+:25]([O-:27])=[O:26])=[CH:4][CH:3]=1.N1C=CC=CC=1.Cl[C:35]([O:37][CH2:38][C:39]([Cl:42])([Cl:41])[Cl:40])=[O:36].O. (6) Given the product [CH3:3][CH3:4].[CH3:6][CH2:7][CH3:8].[CH3:6][CH2:7][CH2:8][CH3:9], predict the reactants needed to synthesize it. The reactants are: CC.[CH3:3][CH2:4]C.[CH3:6][CH2:7][CH2:8][CH3:9].